Dataset: Forward reaction prediction with 1.9M reactions from USPTO patents (1976-2016). Task: Predict the product of the given reaction. The product is: [CH:2]([C:3]1[N:12]([CH3:11])[C:13](=[O:14])[NH:15][C:5](=[O:7])[CH:4]=1)([CH3:1])[CH3:10]. Given the reactants [CH3:1][CH:2]([CH3:10])[C:3](=O)[CH2:4][C:5]([O:7]C)=O.[CH3:11][NH:12][C:13]([NH2:15])=[O:14], predict the reaction product.